This data is from Catalyst prediction with 721,799 reactions and 888 catalyst types from USPTO. The task is: Predict which catalyst facilitates the given reaction. Reactant: [Cl:1][C:2]1[N:7]=[C:6]([C:8]([OH:10])=O)[CH:5]=[CH:4][N:3]=1.CC[N:13]([CH:17]([CH3:19])[CH3:18])C(C)C.C1CN([P+](ON2N=NC3C=CC=CC2=3)(N2CCCC2)N2CCCC2)CC1.F[P-](F)(F)(F)(F)F.C1(N)CC1. Product: [Cl:1][C:2]1[N:7]=[C:6]([C:8]([NH:13][CH:17]2[CH2:19][CH2:18]2)=[O:10])[CH:5]=[CH:4][N:3]=1. The catalyst class is: 12.